From a dataset of Reaction yield outcomes from USPTO patents with 853,638 reactions. Predict the reaction yield, written as a fraction of the theoretical maximum amount of product (1.0 means a 100% yield; for example, 0.34 means a 34% yield). (1) The reactants are [CH2:1]([O:8][C:9]([N:11]1[CH2:16][CH2:15][NH:14][CH2:13][CH:12]1[C:17](=[O:22])[N:18]([O:20][CH3:21])[CH3:19])=[O:10])[C:2]1[CH:7]=[CH:6][CH:5]=[CH:4][CH:3]=1.C=O.[C:25](O[BH-](OC(=O)C)OC(=O)C)(=O)C.[Na+]. The catalyst is ClCCCl. The product is [CH2:1]([O:8][C:9]([N:11]1[CH2:16][CH2:15][N:14]([CH3:25])[CH2:13][CH:12]1[C:17](=[O:22])[N:18]([O:20][CH3:21])[CH3:19])=[O:10])[C:2]1[CH:3]=[CH:4][CH:5]=[CH:6][CH:7]=1. The yield is 0.960. (2) The catalyst is C(Cl)Cl.O.C(Cl)Cl.O. The yield is 0.760. The product is [Cl:32][CH2:33][C:34]([NH:23][CH:20]1[CH2:21][CH2:22][N:17]([CH2:16][C:13]2[CH:14]=[CH:15][N:11]([C:8]3[CH:9]=[CH:10][C:5]([C:4]([F:3])([F:24])[F:25])=[CH:6][CH:7]=3)[CH:12]=2)[CH2:18][CH2:19]1)=[O:35]. The reactants are Cl.Cl.[F:3][C:4]([F:25])([F:24])[C:5]1[CH:10]=[CH:9][C:8]([N:11]2[CH:15]=[CH:14][C:13]([CH2:16][N:17]3[CH2:22][CH2:21][CH:20]([NH2:23])[CH2:19][CH2:18]3)=[CH:12]2)=[CH:7][CH:6]=1.C(=O)([O-])[O-].[K+].[K+].[Cl:32][CH2:33][C:34](O)=[O:35].CCN=C=NCCCN(C)C.